Dataset: Peptide-MHC class I binding affinity with 185,985 pairs from IEDB/IMGT. Task: Regression. Given a peptide amino acid sequence and an MHC pseudo amino acid sequence, predict their binding affinity value. This is MHC class I binding data. The MHC is HLA-A29:02 with pseudo-sequence HLA-A29:02. The peptide sequence is RSFPEWDYI. The binding affinity (normalized) is 0.0847.